Dataset: Catalyst prediction with 721,799 reactions and 888 catalyst types from USPTO. Task: Predict which catalyst facilitates the given reaction. (1) Reactant: [CH3:1][C:2]1[CH:7]=[C:6]([C:8]2[S:12][N:11]=[C:10]([C:13]([F:16])([F:15])[F:14])[N:9]=2)[CH:5]=[CH:4][C:3]=1[OH:17].Br[CH2:19][CH2:20][CH2:21][O:22][C:23]1[CH:24]=[C:25]2[C:29](=[CH:30][CH:31]=1)[C@H:28]([C@H:32]([CH3:37])[C:33]([O:35][CH3:36])=[O:34])[CH2:27][CH2:26]2.C([O-])([O-])=O.[Cs+].[Cs+]. Product: [CH3:1][C:2]1[CH:7]=[C:6]([C:8]2[S:12][N:11]=[C:10]([C:13]([F:16])([F:15])[F:14])[N:9]=2)[CH:5]=[CH:4][C:3]=1[O:17][CH2:19][CH2:20][CH2:21][O:22][C:23]1[CH:24]=[C:25]2[C:29](=[CH:30][CH:31]=1)[C@H:28]([C@H:32]([CH3:37])[C:33]([O:35][CH3:36])=[O:34])[CH2:27][CH2:26]2. The catalyst class is: 136. (2) Reactant: [CH2:1]1[C:4]2([CH2:7][CH2:6][CH2:5]2)[CH2:3][C:2]1([C:13]([O:15]CC)=[O:14])[C:8]([O:10]CC)=[O:9].[OH-].[K+]. Product: [CH2:1]1[C:4]2([CH2:5][CH2:6][CH2:7]2)[CH2:3][C:2]1([C:13]([OH:15])=[O:14])[C:8]([OH:10])=[O:9]. The catalyst class is: 8.